From a dataset of Catalyst prediction with 721,799 reactions and 888 catalyst types from USPTO. Predict which catalyst facilitates the given reaction. Reactant: Cl.[Cl:2][C:3]1[CH:8]=[CH:7][C:6]([CH:9]2[CH:14]=[CH:13][NH:12][CH2:11][CH2:10]2)=[CH:5][CH:4]=1.C(N(C(C)C)C(C)C)C.[C:24]1([C:30]2([C:43]3[CH:48]=[CH:47][CH:46]=[CH:45][CH:44]=3)[O:34][C:33]3[CH:35]=[CH:36][C:37]([S:39](Cl)(=[O:41])=[O:40])=[CH:38][C:32]=3[O:31]2)[CH:29]=[CH:28][CH:27]=[CH:26][CH:25]=1.Cl. Product: [Cl:2][C:3]1[CH:8]=[CH:7][C:6]([C:9]2[CH2:14][CH2:13][N:12]([S:39]([C:37]3[CH:36]=[CH:35][C:33]4[O:34][C:30]([C:24]5[CH:25]=[CH:26][CH:27]=[CH:28][CH:29]=5)([C:43]5[CH:44]=[CH:45][CH:46]=[CH:47][CH:48]=5)[O:31][C:32]=4[CH:38]=3)(=[O:40])=[O:41])[CH2:11][CH:10]=2)=[CH:5][CH:4]=1. The catalyst class is: 2.